From a dataset of Forward reaction prediction with 1.9M reactions from USPTO patents (1976-2016). Predict the product of the given reaction. (1) The product is: [Br:1][C:2]1[C:3]([C:14]2[S:16][CH2:18][C:19]([O:24][CH3:25])([C:20]([F:23])([F:22])[F:21])[N:15]=2)=[CH:4][C:5]([NH:8][C:9]([NH:11][CH2:12][CH3:13])=[O:10])=[N:6][CH:7]=1. Given the reactants [Br:1][C:2]1[C:3]([C:14](=[S:16])[NH2:15])=[CH:4][C:5]([NH:8][C:9]([NH:11][CH2:12][CH3:13])=[O:10])=[N:6][CH:7]=1.Br[CH2:18][C:19](=[O:24])[C:20]([F:23])([F:22])[F:21].[C:25](#N)C, predict the reaction product. (2) Given the reactants [CH2:1]([O:3][C:4](=[O:9])[CH2:5][C:6]([OH:8])=O)[CH3:2].C([Li])CCC.[Br:15][C:16]1[CH:17]=[CH:18][C:19]([F:25])=[C:20]([CH:24]=1)C(Cl)=O, predict the reaction product. The product is: [Br:15][C:16]1[CH:24]=[CH:20][C:19]([F:25])=[C:18]([C:6](=[O:8])[CH2:5][C:4]([O:3][CH2:1][CH3:2])=[O:9])[CH:17]=1. (3) Given the reactants [Br:1][C:2]1[C:3]([CH3:9])=[N:4][C:5](Cl)=[N:6][CH:7]=1.[NH:10]1[CH2:15][CH2:14][CH:13]([OH:16])[CH2:12][CH2:11]1.CCN(CC)CC, predict the reaction product. The product is: [Br:1][C:2]1[C:3]([CH3:9])=[N:4][C:5]([N:10]2[CH2:15][CH2:14][CH:13]([OH:16])[CH2:12][CH2:11]2)=[N:6][CH:7]=1. (4) Given the reactants [NH:1]1[CH:5]=[CH:4][C:3]([C:6]2[CH:11]=[CH:10][C:9]([NH:12][C:13]3[C:17]([C:18]([NH2:20])=[O:19])=[C:16]([NH2:21])[NH:15][N:14]=3)=[CH:8][CH:7]=2)=[N:2]1.[CH3:22][C:23]1[CH:24]=[C:25]([CH:28]=[C:29]([CH3:32])[C:30]=1[OH:31])[CH:26]=O.CN(C=O)C.[BH4-].[Na+], predict the reaction product. The product is: [NH:1]1[CH:5]=[CH:4][C:3]([C:6]2[CH:7]=[CH:8][C:9]([NH:12][C:13]3[C:17]([C:18]([NH2:20])=[O:19])=[C:16]([NH:21][CH2:26][C:25]4[CH:28]=[C:29]([CH3:32])[C:30]([OH:31])=[C:23]([CH3:22])[CH:24]=4)[NH:15][N:14]=3)=[CH:10][CH:11]=2)=[N:2]1. (5) Given the reactants [CH3:1][O:2][C:3]([C:5]1[S:19][C:8]2[C:9]3[CH:10]=[CH:11][C:12]([C:16](O)=[O:17])=[CH:13][C:14]=3[S:15][C:7]=2[C:6]=1[O:20][CH2:21][C:22]([O:24][CH2:25][CH3:26])=[O:23])=[O:4].C(N1C=CN=C1)(N1C=CN=C1)=O.[CH:39]1([NH2:45])[CH2:44][CH2:43][CH2:42][CH2:41][CH2:40]1, predict the reaction product. The product is: [CH3:1][O:2][C:3]([C:5]1[S:19][C:8]2[C:9]3[CH:10]=[CH:11][C:12]([C:16](=[O:17])[NH:45][CH:39]4[CH2:44][CH2:43][CH2:42][CH2:41][CH2:40]4)=[CH:13][C:14]=3[S:15][C:7]=2[C:6]=1[O:20][CH2:21][C:22]([O:24][CH2:25][CH3:26])=[O:23])=[O:4]. (6) Given the reactants FC1C(O[C:9](=[O:24])[C:10]2[CH:15]=[CH:14][CH:13]=[CH:12][C:11]=2[NH:16][CH2:17][C:18]2[CH:23]=[CH:22][N:21]=[CH:20][CH:19]=2)=C(F)C(F)=C(F)C=1F.[Cl:29][C:30]1[S:34][C:33]([CH2:35][O:36][NH2:37])=[CH:32][CH:31]=1, predict the reaction product. The product is: [Cl:29][C:30]1[S:34][C:33]([CH2:35][O:36][NH:37][C:9](=[O:24])[C:10]2[CH:15]=[CH:14][CH:13]=[CH:12][C:11]=2[NH:16][CH2:17][C:18]2[CH:19]=[CH:20][N:21]=[CH:22][CH:23]=2)=[CH:32][CH:31]=1. (7) Given the reactants [F:1][C:2]1[CH:8]=[CH:7][C:5]([NH2:6])=[CH:4][CH:3]=1.CC1(C)C2C(=C(P(C3C=CC=CC=3)C3C=CC=CC=3)C=CC=2)OC2C(P(C3C=CC=CC=3)C3C=CC=CC=3)=CC=CC1=2.C([O-])([O-])=O.[Cs+].[Cs+].Cl[C:58]1[CH:63]=[C:62]([O:64][C:65]2[CH:66]=[C:67]([CH3:78])[C:68]([CH3:77])=[N:69][C:70]=2[C:71]2[CH:76]=[CH:75][CH:74]=[CH:73][N:72]=2)[CH:61]=[CH:60][N:59]=1, predict the reaction product. The product is: [CH3:78][C:67]1[CH:66]=[C:65]([O:64][C:62]2[CH:61]=[CH:60][N:59]=[C:58]([NH:6][C:5]3[CH:7]=[CH:8][C:2]([F:1])=[CH:3][CH:4]=3)[CH:63]=2)[C:70]([C:71]2[CH:76]=[CH:75][CH:74]=[CH:73][N:72]=2)=[N:69][C:68]=1[CH3:77].